This data is from NCI-60 drug combinations with 297,098 pairs across 59 cell lines. The task is: Regression. Given two drug SMILES strings and cell line genomic features, predict the synergy score measuring deviation from expected non-interaction effect. (1) Drug 1: C1=CC(=CC=C1C#N)C(C2=CC=C(C=C2)C#N)N3C=NC=N3. Drug 2: CN(C(=O)NC(C=O)C(C(C(CO)O)O)O)N=O. Cell line: 786-0. Synergy scores: CSS=3.09, Synergy_ZIP=1.28, Synergy_Bliss=3.44, Synergy_Loewe=4.25, Synergy_HSA=2.88. (2) Drug 1: C1=CC=C(C(=C1)C(C2=CC=C(C=C2)Cl)C(Cl)Cl)Cl. Drug 2: CN1C2=C(C=C(C=C2)N(CCCl)CCCl)N=C1CCCC(=O)O.Cl. Cell line: MDA-MB-435. Synergy scores: CSS=-0.227, Synergy_ZIP=0.383, Synergy_Bliss=2.79, Synergy_Loewe=-3.46, Synergy_HSA=-1.68. (3) Drug 1: CC12CCC3C(C1CCC2=O)CC(=C)C4=CC(=O)C=CC34C. Drug 2: C1=NC2=C(N1)C(=S)N=C(N2)N. Cell line: NCI-H322M. Synergy scores: CSS=29.3, Synergy_ZIP=-5.87, Synergy_Bliss=2.67, Synergy_Loewe=1.49, Synergy_HSA=4.57. (4) Drug 1: CCC1(CC2CC(C3=C(CCN(C2)C1)C4=CC=CC=C4N3)(C5=C(C=C6C(=C5)C78CCN9C7C(C=CC9)(C(C(C8N6C)(C(=O)OC)O)OC(=O)C)CC)OC)C(=O)OC)O.OS(=O)(=O)O. Drug 2: C1CC(=O)NC(=O)C1N2C(=O)C3=CC=CC=C3C2=O. Cell line: HCC-2998. Synergy scores: CSS=3.39, Synergy_ZIP=4.53, Synergy_Bliss=10.4, Synergy_Loewe=8.72, Synergy_HSA=5.29. (5) Drug 1: C1=CC=C(C(=C1)C(C2=CC=C(C=C2)Cl)C(Cl)Cl)Cl. Drug 2: CC1CCC2CC(C(=CC=CC=CC(CC(C(=O)C(C(C(=CC(C(=O)CC(OC(=O)C3CCCCN3C(=O)C(=O)C1(O2)O)C(C)CC4CCC(C(C4)OC)O)C)C)O)OC)C)C)C)OC. Cell line: SNB-75. Synergy scores: CSS=4.70, Synergy_ZIP=-2.39, Synergy_Bliss=0.180, Synergy_Loewe=0.886, Synergy_HSA=1.45.